From a dataset of Reaction yield outcomes from USPTO patents with 853,638 reactions. Predict the reaction yield, written as a fraction of the theoretical maximum amount of product (1.0 means a 100% yield; for example, 0.34 means a 34% yield). (1) The reactants are [F:1][C:2]1[CH:35]=[C:34]([F:36])[C:33]([F:37])=[CH:32][C:3]=1[CH2:4][O:5][CH2:6][C@@H:7]1[CH2:11][C@@H:10]([S:12][C:13]([C:26]2[CH:31]=[CH:30][CH:29]=[CH:28][CH:27]=2)([C:20]2[CH:25]=[CH:24][CH:23]=[CH:22][CH:21]=2)[C:14]2[CH:19]=[CH:18][CH:17]=[CH:16][CH:15]=2)[CH2:9][NH:8]1.Cl[C:39]1[N:44]=[CH:43][C:42]([CH2:45][CH2:46][CH3:47])=[CH:41][N:40]=1.C(N(C(C)C)C(C)C)C. The catalyst is [Cu]I. The product is [CH2:45]([C:42]1[CH:41]=[N:40][C:39]([N:8]2[CH2:9][C@H:10]([S:12][C:13]([C:20]3[CH:25]=[CH:24][CH:23]=[CH:22][CH:21]=3)([C:14]3[CH:15]=[CH:16][CH:17]=[CH:18][CH:19]=3)[C:26]3[CH:27]=[CH:28][CH:29]=[CH:30][CH:31]=3)[CH2:11][C@H:7]2[CH2:6][O:5][CH2:4][C:3]2[CH:32]=[C:33]([F:37])[C:34]([F:36])=[CH:35][C:2]=2[F:1])=[N:44][CH:43]=1)[CH2:46][CH3:47]. The yield is 0.810. (2) The reactants are Br[C:2]1[CH:7]=[CH:6][C:5]([C:8]([CH3:12])([CH3:11])[CH2:9][OH:10])=[C:4]([O:13][CH3:14])[CH:3]=1.[Cl:15][C:16]1[CH:24]=[C:23]2[C:19]([C:20]([C:25]([O:27][CH3:28])=[O:26])=[CH:21][NH:22]2)=[CH:18][C:17]=1B1OCC(C)(C)CO1.C(=O)([O-])[O-].[K+].[K+].C1(C)C=CC=CC=1. The catalyst is C1C=CC(P(C2C=CC=CC=2)[C-]2C=CC=C2)=CC=1.C1C=CC(P(C2C=CC=CC=2)[C-]2C=CC=C2)=CC=1.Cl[Pd]Cl.[Fe+2].C1COCC1.O.C(O)C. The product is [Cl:15][C:16]1[CH:24]=[C:23]2[C:19]([C:20]([C:25]([O:27][CH3:28])=[O:26])=[CH:21][NH:22]2)=[CH:18][C:17]=1[C:2]1[CH:7]=[CH:6][C:5]([C:8]([CH3:12])([CH3:11])[CH2:9][OH:10])=[C:4]([O:13][CH3:14])[CH:3]=1. The yield is 0.560. (3) The reactants are [CH3:1][O:2][C:3]1[CH:8]=[CH:7][C:6]([C:9]2[C:13]3[CH:14]=[C:15]([C:18]4[O:22][C:21]([SH:23])=[N:20][N:19]=4)[CH:16]=[CH:17][C:12]=3[O:11][CH:10]=2)=[CH:5][CH:4]=1.[CH3:24][O:25][C:26]1[CH:33]=[CH:32][C:29]([CH2:30]Cl)=[CH:28][CH:27]=1. No catalyst specified. The product is [CH3:24][O:25][C:26]1[CH:33]=[CH:32][C:29]([CH2:30][S:23][C:21]2[O:22][C:18]([C:15]3[CH:16]=[CH:17][C:12]4[O:11][CH:10]=[C:9]([C:6]5[CH:5]=[CH:4][C:3]([O:2][CH3:1])=[CH:8][CH:7]=5)[C:13]=4[CH:14]=3)=[N:19][N:20]=2)=[CH:28][CH:27]=1. The yield is 0.800.